Predict the reactants needed to synthesize the given product. From a dataset of Full USPTO retrosynthesis dataset with 1.9M reactions from patents (1976-2016). (1) Given the product [CH2:1]([N:5]1[C:14]2[C:9](=[N:10][CH:11]=[C:12]([CH2:15][C:16]3[CH:21]=[CH:20][C:19]([F:22])=[CH:18][CH:17]=3)[CH:13]=2)[C:8]([OH:23])=[C:7]([C:24]([NH:30][CH2:31][CH:32]([OH:34])[CH3:33])=[O:25])[C:6]1=[O:29])[CH2:2][CH2:3][CH3:4], predict the reactants needed to synthesize it. The reactants are: [CH2:1]([N:5]1[C:14]2[C:9](=[N:10][CH:11]=[C:12]([CH2:15][C:16]3[CH:21]=[CH:20][C:19]([F:22])=[CH:18][CH:17]=3)[CH:13]=2)[C:8]([OH:23])=[C:7]([C:24](OCC)=[O:25])[C:6]1=[O:29])[CH2:2][CH2:3][CH3:4].[NH2:30][CH2:31][CH:32]([OH:34])[CH3:33]. (2) Given the product [F:1][C:2]1[C:7]([O:8][CH3:9])=[CH:6][C:5]([O:10][CH3:11])=[C:4]([F:12])[C:3]=1[N:13]1[C:22](=[O:23])[C:21]2([CH2:25][CH2:24]2)[C:20]2[C:15](=[CH:16][N:17]=[C:18]([C:26]3[C:27]([CH3:31])=[N:28][N:29]([CH:39]4[CH2:43][CH2:42][S:41](=[O:45])(=[O:44])[CH2:40]4)[CH:30]=3)[CH:19]=2)[CH2:14]1, predict the reactants needed to synthesize it. The reactants are: [F:1][C:2]1[C:7]([O:8][CH3:9])=[CH:6][C:5]([O:10][CH3:11])=[C:4]([F:12])[C:3]=1[N:13]1[C:22](=[O:23])[C:21]2([CH2:25][CH2:24]2)[C:20]2[C:15](=[CH:16][N:17]=[C:18]([C:26]3[C:27]([CH3:31])=[N:28][NH:29][CH:30]=3)[CH:19]=2)[CH2:14]1.C(=O)([O-])[O-].[Cs+].[Cs+].Br[CH:39]1[CH2:43][CH2:42][S:41](=[O:45])(=[O:44])[CH2:40]1. (3) The reactants are: [Cl:1][C:2]1[CH:26]=[CH:25][C:5]([C:6]([NH:8][CH:9]([CH2:13][C:14]2[C:23]3[C:18](=[CH:19][CH:20]=[CH:21][CH:22]=3)[NH:17][C:16](=[O:24])[CH:15]=2)[C:10](O)=[O:11])=[O:7])=[CH:4][CH:3]=1.Cl.[NH2:28][CH2:29][CH2:30][CH2:31][C:32]([O:34][CH2:35][CH3:36])=[O:33]. Given the product [Cl:1][C:2]1[CH:3]=[CH:4][C:5]([C:6]([NH:8][CH:9]([CH2:13][C:14]2[C:23]3[C:18](=[CH:19][CH:20]=[CH:21][CH:22]=3)[NH:17][C:16](=[O:24])[CH:15]=2)[C:10]([NH:28][CH2:29][CH2:30][CH2:31][C:32]([O:34][CH2:35][CH3:36])=[O:33])=[O:11])=[O:7])=[CH:25][CH:26]=1, predict the reactants needed to synthesize it. (4) Given the product [F:1][C:2]1[C:7]([F:8])=[CH:6][C:5]2=[N:9][S:22][N:10]=[C:4]2[CH:3]=1, predict the reactants needed to synthesize it. The reactants are: [F:1][C:2]1[CH:3]=[C:4]([NH2:10])[C:5]([NH2:9])=[CH:6][C:7]=1[F:8].C(Cl)(Cl)Cl.C(N(CC)CC)C.[S:22](Cl)(Cl)=O. (5) Given the product [C:1]1([C:7]2[CH:8]=[C:9]3[C:13](=[C:14]([C:16]([NH2:21])=[O:18])[CH:15]=2)[NH:12][CH:11]=[CH:10]3)[CH:6]=[CH:5][CH:4]=[CH:3][CH:2]=1, predict the reactants needed to synthesize it. The reactants are: [C:1]1([C:7]2[CH:8]=[C:9]3[C:13](=[C:14]([C:16]([OH:18])=O)[CH:15]=2)[NH:12][CH:11]=[CH:10]3)[CH:6]=[CH:5][CH:4]=[CH:3][CH:2]=1.Cl.C[N:21](C)CCCN=C=NCC.O.ON1C2C=CC=CC=2N=N1.N. (6) Given the product [CH:14]1([CH2:13][N:12]2[C:11]3[CH:20]=[C:21]([F:25])[C:22]([F:24])=[CH:23][C:10]=3[N:9]=[C:8]2[C:3]2[CH:4]=[CH:5][CH:6]=[CH:7][C:2]=2[C:27]#[C:26][C:28]2[CH:35]=[CH:34][C:31]([C:32]#[N:33])=[CH:30][CH:29]=2)[CH2:19][CH2:18][CH2:17][CH2:16][CH2:15]1, predict the reactants needed to synthesize it. The reactants are: Br[C:2]1[CH:7]=[CH:6][CH:5]=[CH:4][C:3]=1[C:8]1[N:12]([CH2:13][CH:14]2[CH2:19][CH2:18][CH2:17][CH2:16][CH2:15]2)[C:11]2[CH:20]=[C:21]([F:25])[C:22]([F:24])=[CH:23][C:10]=2[N:9]=1.[C:26]([C:28]1[CH:35]=[CH:34][C:31]([C:32]#[N:33])=[CH:30][CH:29]=1)#[CH:27]. (7) Given the product [NH:1]1[C:9]2[C:4](=[N:5][CH:6]=[CH:7][CH:8]=2)[CH:3]=[C:2]1[CH:10]=[O:11], predict the reactants needed to synthesize it. The reactants are: [NH:1]1[C:9]2[C:4](=[N:5][CH:6]=[CH:7][CH:8]=2)[CH:3]=[C:2]1[C:10](OC)=[O:11]. (8) The reactants are: [CH3:1][C:2]1[CH:8]=[CH:7][C:5]([NH2:6])=[C:4]([F:9])[CH:3]=1.[Br:10]N1C(=O)CCC1=O.O. Given the product [Br:10][C:7]1[CH:8]=[C:2]([CH3:1])[CH:3]=[C:4]([F:9])[C:5]=1[NH2:6], predict the reactants needed to synthesize it.